Dataset: Catalyst prediction with 721,799 reactions and 888 catalyst types from USPTO. Task: Predict which catalyst facilitates the given reaction. (1) Reactant: CC(C)([O-])C.[K+].[Cl-].[CH3:8][O:9][CH2:10][P+](C1C=CC=CC=1)(C1C=CC=CC=1)C1C=CC=CC=1.[CH3:30][O:31][C:32]1[CH:39]=[CH:38][CH:37]=[C:36]([O:40][CH2:41][C:42]2[CH:47]=[CH:46][CH:45]=[CH:44][CH:43]=2)[C:33]=1[CH:34]=O. Product: [CH2:41]([O:40][C:36]1[CH:37]=[CH:38][CH:39]=[C:32]([O:31][CH3:30])[C:33]=1[CH:34]=[CH:8][O:9][CH3:10])[C:42]1[CH:47]=[CH:46][CH:45]=[CH:44][CH:43]=1. The catalyst class is: 54. (2) Reactant: [OH:1][C:2]1[CH:3]=[C:4]([CH:14]=[CH:15][CH:16]=1)[CH2:5][CH:6]([C:11](=[O:13])[CH3:12])[C:7]([O:9][CH3:10])=[O:8].C([O-])([O-])=O.[Cs+].[Cs+].[Na+].[I-].Cl.[CH3:26][N:27]([CH3:31])[CH2:28][CH2:29]Cl. Product: [CH3:26][N:27]([CH3:31])[CH2:28][CH2:29][O:1][C:2]1[CH:3]=[C:4]([CH:14]=[CH:15][CH:16]=1)[CH2:5][CH:6]([C:11](=[O:13])[CH3:12])[C:7]([O:9][CH3:10])=[O:8]. The catalyst class is: 496. (3) Reactant: [NH2:1][C:2]([C:4]1[CH:5]=[C:6](Br)[CH:7]=[C:8]2[C:12]=1[NH:11][CH:10]=[C:9]2[CH:13]1[CH2:18][CH2:17][N:16]([C:19]([O:21][C:22]([CH3:25])([CH3:24])[CH3:23])=[O:20])[CH2:15][CH2:14]1)=[O:3].[F:27][C:28]1[CH:33]=[CH:32][C:31](B(O)O)=[C:30]([CH3:37])[CH:29]=1.C(=O)([O-])[O-].[K+].[K+]. Product: [NH2:1][C:2]([C:4]1[CH:5]=[C:6]([C:31]2[CH:32]=[CH:33][C:28]([F:27])=[CH:29][C:30]=2[CH3:37])[CH:7]=[C:8]2[C:12]=1[NH:11][CH:10]=[C:9]2[CH:13]1[CH2:18][CH2:17][N:16]([C:19]([O:21][C:22]([CH3:25])([CH3:24])[CH3:23])=[O:20])[CH2:15][CH2:14]1)=[O:3]. The catalyst class is: 70.